From a dataset of Peptide-MHC class II binding affinity with 134,281 pairs from IEDB. Regression. Given a peptide amino acid sequence and an MHC pseudo amino acid sequence, predict their binding affinity value. This is MHC class II binding data. (1) The peptide sequence is TMAQMNQAFRNIVNM. The MHC is DRB4_0101 with pseudo-sequence DRB4_0103. The binding affinity (normalized) is 0.118. (2) The peptide sequence is YFRNEQSIPPLIKKY. The MHC is DRB1_0405 with pseudo-sequence DRB1_0405. The binding affinity (normalized) is 0.213.